Dataset: Forward reaction prediction with 1.9M reactions from USPTO patents (1976-2016). Task: Predict the product of the given reaction. Given the reactants [N:1]1([C:13]2[CH:18]=[CH:17][C:16]([NH:19][C:20]3[C:25]([NH2:26])=[CH:24][CH:23]=[CH:22][N:21]=3)=[CH:15][CH:14]=2)[C:5]2=[N:6][C:7]3[CH:12]=[CH:11][CH:10]=[CH:9][C:8]=3[N:4]2[CH2:3][CH2:2]1.[C:27](N1C=CN=C1)(N1C=CN=C1)=[O:28], predict the reaction product. The product is: [N:1]1([C:13]2[CH:14]=[CH:15][C:16]([N:19]3[C:20]4=[N:21][CH:22]=[CH:23][CH:24]=[C:25]4[NH:26][C:27]3=[O:28])=[CH:17][CH:18]=2)[C:5]2=[N:6][C:7]3[CH:12]=[CH:11][CH:10]=[CH:9][C:8]=3[N:4]2[CH2:3][CH2:2]1.